This data is from NCI-60 drug combinations with 297,098 pairs across 59 cell lines. The task is: Regression. Given two drug SMILES strings and cell line genomic features, predict the synergy score measuring deviation from expected non-interaction effect. (1) Drug 1: CS(=O)(=O)C1=CC(=C(C=C1)C(=O)NC2=CC(=C(C=C2)Cl)C3=CC=CC=N3)Cl. Drug 2: C1=NC2=C(N=C(N=C2N1C3C(C(C(O3)CO)O)O)F)N. Cell line: SNB-19. Synergy scores: CSS=5.53, Synergy_ZIP=-5.74, Synergy_Bliss=-10.0, Synergy_Loewe=-13.7, Synergy_HSA=-10.9. (2) Drug 1: CC1C(C(CC(O1)OC2CC(CC3=C2C(=C4C(=C3O)C(=O)C5=C(C4=O)C(=CC=C5)OC)O)(C(=O)C)O)N)O.Cl. Drug 2: C1CC(C1)(C(=O)O)C(=O)O.[NH2-].[NH2-].[Pt+2]. Synergy scores: CSS=34.2, Synergy_ZIP=-2.71, Synergy_Bliss=8.00, Synergy_Loewe=1.61, Synergy_HSA=7.28. Cell line: HCT-15.